Regression. Given a peptide amino acid sequence and an MHC pseudo amino acid sequence, predict their binding affinity value. This is MHC class II binding data. From a dataset of Peptide-MHC class II binding affinity with 134,281 pairs from IEDB. (1) The peptide sequence is HEAINIALIAVSLIA. The MHC is DRB1_0405 with pseudo-sequence DRB1_0405. The binding affinity (normalized) is 0.510. (2) The peptide sequence is EITGIMKDFDEPGHL. The MHC is HLA-DQA10102-DQB10602 with pseudo-sequence HLA-DQA10102-DQB10602. The binding affinity (normalized) is 0.290. (3) The peptide sequence is SARLRLLRDRLVEGV. The binding affinity (normalized) is 0.762. The MHC is DRB3_0101 with pseudo-sequence DRB3_0101. (4) The peptide sequence is EDVKNAIGVLIGGLE. The MHC is DRB4_0101 with pseudo-sequence DRB4_0103. The binding affinity (normalized) is 0.150. (5) The peptide sequence is VSSKRNLADAVSKAP. The binding affinity (normalized) is 0.110. The MHC is DRB1_1501 with pseudo-sequence DRB1_1501. (6) The peptide sequence is AAKEDFLGCLVKEIP. The binding affinity (normalized) is 0.266. The MHC is HLA-DQA10501-DQB10201 with pseudo-sequence HLA-DQA10501-DQB10201. (7) The peptide sequence is GPFNFRFMSKGGMRN. The MHC is DRB1_1501 with pseudo-sequence DRB1_1501. The binding affinity (normalized) is 0.708.